This data is from NCI-60 drug combinations with 297,098 pairs across 59 cell lines. The task is: Regression. Given two drug SMILES strings and cell line genomic features, predict the synergy score measuring deviation from expected non-interaction effect. (1) Drug 1: C1=CC=C(C=C1)NC(=O)CCCCCCC(=O)NO. Drug 2: COCCOC1=C(C=C2C(=C1)C(=NC=N2)NC3=CC=CC(=C3)C#C)OCCOC.Cl. Cell line: SNB-75. Synergy scores: CSS=6.13, Synergy_ZIP=-0.543, Synergy_Bliss=1.28, Synergy_Loewe=0.545, Synergy_HSA=-0.0928. (2) Drug 1: CC12CCC3C(C1CCC2=O)CC(=C)C4=CC(=O)C=CC34C. Drug 2: C1=NC2=C(N=C(N=C2N1C3C(C(C(O3)CO)O)F)Cl)N. Cell line: MDA-MB-435. Synergy scores: CSS=34.1, Synergy_ZIP=-6.49, Synergy_Bliss=-1.18, Synergy_Loewe=-11.7, Synergy_HSA=0.756. (3) Drug 1: C1=CC(=C2C(=C1NCCNCCO)C(=O)C3=C(C=CC(=C3C2=O)O)O)NCCNCCO. Drug 2: C(CCl)NC(=O)N(CCCl)N=O. Cell line: M14. Synergy scores: CSS=13.7, Synergy_ZIP=-8.08, Synergy_Bliss=-4.61, Synergy_Loewe=-44.9, Synergy_HSA=-4.73. (4) Drug 1: C1=CC(=CC=C1CCC2=CNC3=C2C(=O)NC(=N3)N)C(=O)NC(CCC(=O)O)C(=O)O. Drug 2: C#CCC(CC1=CN=C2C(=N1)C(=NC(=N2)N)N)C3=CC=C(C=C3)C(=O)NC(CCC(=O)O)C(=O)O. Cell line: NCI-H226. Synergy scores: CSS=11.3, Synergy_ZIP=5.24, Synergy_Bliss=5.41, Synergy_Loewe=5.65, Synergy_HSA=5.67.